This data is from Full USPTO retrosynthesis dataset with 1.9M reactions from patents (1976-2016). The task is: Predict the reactants needed to synthesize the given product. Given the product [Br:1][C:2]1[CH:7]=[CH:6][C:5]([C:8]2[O:9][C:10]([CH3:20])=[C:11]([CH2:13][CH2:14][N:41]3[CH2:42][CH2:43][C@@H:39]([F:38])[CH2:40]3)[N:12]=2)=[CH:4][CH:3]=1, predict the reactants needed to synthesize it. The reactants are: [Br:1][C:2]1[CH:7]=[CH:6][C:5]([C:8]2[O:9][C:10]([CH3:20])=[C:11]([CH2:13][CH2:14]OS(C)(=O)=O)[N:12]=2)=[CH:4][CH:3]=1.C(=O)([O-])[O-].[K+].[K+].CC1C=CC(S(O)(=O)=O)=CC=1.[F:38][C@@H:39]1[CH2:43][CH2:42][NH:41][CH2:40]1.